This data is from Full USPTO retrosynthesis dataset with 1.9M reactions from patents (1976-2016). The task is: Predict the reactants needed to synthesize the given product. (1) The reactants are: [CH2:1]([N:3]1[CH2:8][CH2:7][C:6](=O)[CH2:5][CH2:4]1)[CH3:2].[NH4+:10].[Cl-:11].[C-:12]#[N:13].[Na+]. Given the product [ClH:11].[NH2:10][C:6]1([C:12]#[N:13])[CH2:7][CH2:8][N:3]([CH2:1][CH3:2])[CH2:4][CH2:5]1, predict the reactants needed to synthesize it. (2) Given the product [N:19]1[C:18]2[C:23](=[N:14][CH:15]=[CH:16][CH:17]=2)[CH:22]=[CH:21][C:20]=1[CH:24]=[C:10]1[S:9][C:8]([NH:7][CH2:6][C:2]2[S:1][CH:5]=[CH:4][CH:3]=2)=[N:12][C:11]1=[O:13], predict the reactants needed to synthesize it. The reactants are: [S:1]1[CH:5]=[CH:4][CH:3]=[C:2]1[CH2:6][NH:7][C:8]1[S:9][CH2:10][C:11](=[O:13])[N:12]=1.[N:14]1[C:23]2[C:18](=[N:19][C:20]([CH:24]=O)=[CH:21][CH:22]=2)[CH:17]=[CH:16][CH:15]=1.C(O)(=O)C1C=CC=CC=1.N1CCCCC1. (3) Given the product [OH:11][C:12]1[CH:17]=[CH:16][C:15]([CH2:18][OH:19])=[N:14][CH:13]=1, predict the reactants needed to synthesize it. The reactants are: S([O:11][C:12]1[CH:13]=[N:14][C:15]([CH2:18][O:19]C(=O)C)=[CH:16][CH:17]=1)(C1C=CC(C)=CC=1)(=O)=O.[OH-].[Na+].Cl. (4) Given the product [CH3:1][O:2][C:3]([C:5]1[N:6]([CH3:36])[C:7]2[C:8]3[CH:9]=[N:10][NH:11][C:12]=3[CH2:13][CH2:14][C:15]=2[CH:16]=1)=[O:4], predict the reactants needed to synthesize it. The reactants are: [CH3:1][O:2][C:3]([C:5]1[N:6]([CH3:36])[C:7]2[C:8]3[C:12]([CH2:13][CH2:14][C:15]=2[CH:16]=1)=[N:11][N:10](C(C1C=CC=CC=1)(C1C=CC=CC=1)C1C=CC=CC=1)[CH:9]=3)=[O:4]. (5) Given the product [F:7][C:11]1([CH2:31][CH2:32][C:33]2[CH:42]=[CH:41][C:36]3[C:37](=[O:40])[O:38][CH2:39][C:35]=3[CH:34]=2)[CH2:16][CH2:15][N:14]([C:17](=[O:30])[CH2:18][C:19]2[CH:24]=[CH:23][C:22]([N:25]3[CH:29]=[N:28][N:27]=[N:26]3)=[CH:21][CH:20]=2)[CH2:13][CH2:12]1, predict the reactants needed to synthesize it. The reactants are: CCN(S(F)(F)[F:7])CC.O[C:11]1([CH2:31][CH2:32][C:33]2[CH:42]=[CH:41][C:36]3[C:37](=[O:40])[O:38][CH2:39][C:35]=3[CH:34]=2)[CH2:16][CH2:15][N:14]([C:17](=[O:30])[CH2:18][C:19]2[CH:24]=[CH:23][C:22]([N:25]3[CH:29]=[N:28][N:27]=[N:26]3)=[CH:21][CH:20]=2)[CH2:13][CH2:12]1. (6) Given the product [C:1]([O:5][C:6]([N:8]1[CH2:13][CH2:12][CH:11]([O:14][C:15]2[CH:20]=[CH:19][C:18]([NH2:21])=[CH:17][CH:16]=2)[CH2:10][CH2:9]1)=[O:7])([CH3:4])([CH3:2])[CH3:3], predict the reactants needed to synthesize it. The reactants are: [C:1]([O:5][C:6]([N:8]1[CH2:13][CH2:12][CH:11]([O:14][C:15]2[CH:20]=[CH:19][C:18]([N+:21]([O-])=O)=[CH:17][CH:16]=2)[CH2:10][CH2:9]1)=[O:7])([CH3:4])([CH3:3])[CH3:2]. (7) The reactants are: C1(P(C2C=CC=CC=2)C2C=CC=CC=2)C=CC=CC=1.[OH:20][N:21]1[C:25](=[O:26])[C:24]2=[CH:27][CH:28]=[CH:29][CH:30]=[C:23]2[C:22]1=[O:31].[CH2:32]([C:36]1[N:37]([CH2:49][CH2:50][CH2:51][CH2:52]O)[C:38]2[C:47]3[CH:46]=[CH:45][CH:44]=[CH:43][C:42]=3[N:41]=[CH:40][C:39]=2[N:48]=1)[CH2:33][CH2:34][CH3:35].N(C(OC(C)C)=O)=NC(OC(C)C)=O. Given the product [CH2:32]([C:36]1[N:37]([CH2:49][CH2:50][CH2:51][CH2:52][O:20][N:21]2[C:22](=[O:31])[C:23]3[C:24](=[CH:27][CH:28]=[CH:29][CH:30]=3)[C:25]2=[O:26])[C:38]2[C:47]3[CH:46]=[CH:45][CH:44]=[CH:43][C:42]=3[N:41]=[CH:40][C:39]=2[N:48]=1)[CH2:33][CH2:34][CH3:35], predict the reactants needed to synthesize it.